This data is from Full USPTO retrosynthesis dataset with 1.9M reactions from patents (1976-2016). The task is: Predict the reactants needed to synthesize the given product. (1) Given the product [CH2:12]([O:15][CH2:16][CH2:17][C:18]1[CH:19]=[CH:20][C:21]([CH2:22][NH2:23])=[CH:24][CH:25]=1)[CH2:13][CH3:14], predict the reactants needed to synthesize it. The reactants are: [H-].[Al+3].[Li+].[H-].[H-].[H-].O1CCCC1.[CH2:12]([O:15][CH2:16][CH2:17][C:18]1[CH:25]=[CH:24][C:21]([C:22]#[N:23])=[CH:20][CH:19]=1)[CH2:13][CH3:14].[OH-].[Na+]. (2) Given the product [O:8]=[C:9]1[C:14]2([CH2:15][CH2:16][N:17]([C:20]([O:22][C:23]([CH3:26])([CH3:25])[CH3:24])=[O:21])[CH2:18][CH2:19]2)[CH2:13][CH2:12][CH2:11][N:10]1[CH2:28][C:29]1[C:37]2[C:32](=[CH:33][CH:34]=[CH:35][CH:36]=2)[N:31]([S:38]([C:41]2[CH:42]=[CH:43][C:44]([CH3:45])=[CH:46][CH:47]=2)(=[O:40])=[O:39])[CH:30]=1, predict the reactants needed to synthesize it. The reactants are: C(NC(C)C)(C)C.[O:8]=[C:9]1[C:14]2([CH2:19][CH2:18][N:17]([C:20]([O:22][C:23]([CH3:26])([CH3:25])[CH3:24])=[O:21])[CH2:16][CH2:15]2)[CH2:13][CH2:12][CH2:11][NH:10]1.Br[CH2:28][C:29]1[C:37]2[C:32](=[CH:33][CH:34]=[CH:35][CH:36]=2)[N:31]([S:38]([C:41]2[CH:47]=[CH:46][C:44]([CH3:45])=[CH:43][CH:42]=2)(=[O:40])=[O:39])[CH:30]=1. (3) Given the product [OH:6][CH2:7][C@@H:8]([NH:18][C:19]([C@@H:21]1[CH2:26][C@@H:25]2[C@@H:23]([CH2:24]2)[N:22]1[C:42](=[O:43])[CH2:41][N:34]1[C:35]2[C:40](=[CH:39][CH:38]=[CH:37][CH:36]=2)[C:32]([C:29]([NH2:30])=[O:31])=[N:33]1)=[O:20])[C:9]12[CH2:10][C:11]([C:14]([F:16])([F:17])[F:15])([CH2:13]1)[CH2:12]2, predict the reactants needed to synthesize it. The reactants are: C([Si](C)(C)[O:6][CH2:7][C@@H:8]([NH:18][C:19]([C@@H:21]1[CH2:26][C@@H:25]2[C@@H:23]([CH2:24]2)[NH:22]1)=[O:20])[C:9]12[CH2:13][C:11]([C:14]([F:17])([F:16])[F:15])([CH2:12]1)[CH2:10]2)(C)(C)C.[C:29]([C:32]1[C:40]2[C:35](=[CH:36][CH:37]=[CH:38][CH:39]=2)[N:34]([CH2:41][C:42](O)=[O:43])[N:33]=1)(=[O:31])[NH2:30].CN(C(ON1N=NC2C=CC=CC1=2)=[N+](C)C)C.F[P-](F)(F)(F)(F)F.CCN(C(C)C)C(C)C. (4) Given the product [C:18]([O:22][C:23]([N:25]1[CH2:30][CH2:29][N:28]([C:5]2[N:4]([CH2:1][CH:2]=[CH2:3])[C:12]3[C:11](=[O:13])[N:10]([CH3:14])[C:9](=[O:15])[N:8]([CH3:16])[C:7]=3[N:6]=2)[CH2:27][CH2:26]1)=[O:24])([CH3:21])([CH3:19])[CH3:20], predict the reactants needed to synthesize it. The reactants are: [CH2:1]([N:4]1[C:12]2[C:11](=[O:13])[N:10]([CH3:14])[C:9](=[O:15])[N:8]([CH3:16])[C:7]=2[N:6]=[C:5]1Cl)[CH:2]=[CH2:3].[C:18]([O:22][C:23]([N:25]1[CH2:30][CH2:29][NH:28][CH2:27][CH2:26]1)=[O:24])([CH3:21])([CH3:20])[CH3:19].N12CCCN=C1CCCCC2. (5) Given the product [F:13][C:14]1[C:15]([O:22][CH3:1])=[C:16]([C:17]([F:21])=[CH:18][C:19]=1[F:20])[CH:23]=[O:26], predict the reactants needed to synthesize it. The reactants are: [CH2:1]=O.[Cl-].[Mg+2].[Cl-].C(N(CC)CC)C.[F:13][C:14]1[C:19]([F:20])=[CH:18][C:17]([F:21])=[CH:16][C:15]=1[OH:22].[C:23](=[O:26])([O-])[O-].[K+].[K+].CI.